This data is from NCI-60 drug combinations with 297,098 pairs across 59 cell lines. The task is: Regression. Given two drug SMILES strings and cell line genomic features, predict the synergy score measuring deviation from expected non-interaction effect. (1) Drug 1: C1=CC(=CC=C1CC(C(=O)O)N)N(CCCl)CCCl.Cl. Drug 2: CCN(CC)CCNC(=O)C1=C(NC(=C1C)C=C2C3=C(C=CC(=C3)F)NC2=O)C. Cell line: SN12C. Synergy scores: CSS=4.28, Synergy_ZIP=-5.01, Synergy_Bliss=-1.35, Synergy_Loewe=-2.28, Synergy_HSA=-1.99. (2) Drug 1: CCC1(CC2CC(C3=C(CCN(C2)C1)C4=CC=CC=C4N3)(C5=C(C=C6C(=C5)C78CCN9C7C(C=CC9)(C(C(C8N6C)(C(=O)OC)O)OC(=O)C)CC)OC)C(=O)OC)O.OS(=O)(=O)O. Drug 2: C1=NC2=C(N=C(N=C2N1C3C(C(C(O3)CO)O)F)Cl)N. Cell line: HCT116. Synergy scores: CSS=20.7, Synergy_ZIP=-8.93, Synergy_Bliss=-8.42, Synergy_Loewe=-6.23, Synergy_HSA=-4.41. (3) Drug 1: C1=CN(C(=O)N=C1N)C2C(C(C(O2)CO)O)O.Cl. Drug 2: CC1=C(C=C(C=C1)NC(=O)C2=CC=C(C=C2)CN3CCN(CC3)C)NC4=NC=CC(=N4)C5=CN=CC=C5. Cell line: SK-MEL-5. Synergy scores: CSS=10.7, Synergy_ZIP=-3.47, Synergy_Bliss=-1.05, Synergy_Loewe=-1.03, Synergy_HSA=-0.512. (4) Drug 1: CN1C(=O)N2C=NC(=C2N=N1)C(=O)N. Drug 2: CC=C1C(=O)NC(C(=O)OC2CC(=O)NC(C(=O)NC(CSSCCC=C2)C(=O)N1)C(C)C)C(C)C. Cell line: NCI-H460. Synergy scores: CSS=11.3, Synergy_ZIP=1.43, Synergy_Bliss=1.72, Synergy_Loewe=-43.3, Synergy_HSA=-1.35. (5) Drug 1: C1=NC2=C(N1)C(=S)N=C(N2)N. Drug 2: CC(C1=C(C=CC(=C1Cl)F)Cl)OC2=C(N=CC(=C2)C3=CN(N=C3)C4CCNCC4)N. Cell line: PC-3. Synergy scores: CSS=18.7, Synergy_ZIP=-11.3, Synergy_Bliss=-2.29, Synergy_Loewe=-5.98, Synergy_HSA=-1.70.